From a dataset of Catalyst prediction with 721,799 reactions and 888 catalyst types from USPTO. Predict which catalyst facilitates the given reaction. (1) Reactant: [N:1]1[C:10]2[C:5](=[CH:6][CH:7]=[CH:8][N:9]=2)[C:4](O)=[CH:3][CH:2]=1.[Br-:12].[Br-].[Br-].[P+3]=O.N. Product: [Br:12][C:4]1[C:5]2[C:10](=[N:9][CH:8]=[CH:7][CH:6]=2)[N:1]=[CH:2][CH:3]=1. The catalyst class is: 10. (2) Reactant: [Br:1][C:2]1[CH:7]=[CH:6][C:5]([CH2:8][C:9]#[N:10])=[CH:4][C:3]=1[F:11].[OH-].[Na+].Br[CH2:15][CH2:16]Cl. Product: [Br:1][C:2]1[CH:7]=[CH:6][C:5]([C:8]2([C:9]#[N:10])[CH2:16][CH2:15]2)=[CH:4][C:3]=1[F:11]. The catalyst class is: 786.